Dataset: Full USPTO retrosynthesis dataset with 1.9M reactions from patents (1976-2016). Task: Predict the reactants needed to synthesize the given product. (1) Given the product [C:1]1([N:7]2[CH:11]=[CH:10][C:9]([CH:12]([OH:13])[CH2:14][CH3:15])=[N:8]2)[CH:6]=[CH:5][CH:4]=[CH:3][CH:2]=1, predict the reactants needed to synthesize it. The reactants are: [C:1]1([N:7]2[CH:11]=[CH:10][C:9]([CH:12]=[O:13])=[N:8]2)[CH:6]=[CH:5][CH:4]=[CH:3][CH:2]=1.[CH3:14][CH2:15][Mg+].[Br-]. (2) Given the product [CH3:27][O:28][C:29](=[O:53])[CH2:30][O:31][C:32]1[CH:37]=[CH:36][C:35]([CH2:38][NH:39][C:40]([O:42][C:43]([CH3:46])([CH3:44])[CH3:45])=[O:41])=[CH:34][C:33]=1[CH:47]1[CH2:48][CH2:49][N:50]([C:15]([C:7]2[C:8]3[C:13](=[C:12]([CH3:14])[CH:11]=[CH:10][CH:9]=3)[N:5]([CH2:4][CH2:3][O:2][CH3:1])[CH:6]=2)=[O:17])[CH2:51][CH2:52]1, predict the reactants needed to synthesize it. The reactants are: [CH3:1][O:2][CH2:3][CH2:4][N:5]1[C:13]2[C:8](=[CH:9][CH:10]=[CH:11][C:12]=2[CH3:14])[C:7]([C:15]([OH:17])=O)=[CH:6]1.CCN(C(C)C)C(C)C.[CH3:27][O:28][C:29](=[O:53])[CH2:30][O:31][C:32]1[CH:37]=[CH:36][C:35]([CH2:38][NH:39][C:40]([O:42][C:43]([CH3:46])([CH3:45])[CH3:44])=[O:41])=[CH:34][C:33]=1[CH:47]1[CH2:52][CH2:51][NH:50][CH2:49][CH2:48]1.CCN=C=NCCCN(C)C. (3) Given the product [F:23][C:18]1[CH:19]=[CH:20][CH:21]=[CH:22][C:17]=1[C:14]1[CH:15]=[CH:16][C:11]([C:9]([Cl:47])=[O:10])=[CH:12][CH:13]=1, predict the reactants needed to synthesize it. The reactants are: CON=C1CN([C:9]([C:11]2[CH:16]=[CH:15][C:14]([C:17]3[CH:22]=[CH:21][CH:20]=[CH:19][C:18]=3[F:23])=[CH:13][CH:12]=2)=[O:10])[C@H](C(OC)=O)C1.FC1C=CC=CC=1C1C=CC(C(O)=O)=CC=1.C(Cl)(=O)C([Cl:47])=O. (4) Given the product [C:2]1([CH3:19])[CH:3]=[CH:4][C:5]([S:8]([N:11]2[CH2:18][CH2:17][CH2:16][C@H:12]2[C:13]([NH:11][C@H:12]([C:16]([OH:21])=[O:1])[CH2:13][CH2:23][C:24]([OH:26])=[O:25])=[O:15])(=[O:9])=[O:10])=[CH:6][CH:7]=1, predict the reactants needed to synthesize it. The reactants are: [OH2:1].[C:2]1([CH3:19])[CH:7]=[CH:6][C:5]([S:8]([N:11]2[CH2:18][CH2:17][CH2:16][C@H:12]2[C:13]([OH:15])=O)(=[O:10])=[O:9])=[CH:4][CH:3]=1.[Li+].[OH-:21].F[C:23](F)(F)[C:24]([OH:26])=[O:25]. (5) Given the product [CH3:19][S:16]([C:13]1[CH:12]=[CH:11][C:10]([N:8]2[CH:9]=[C:5]([CH2:4][NH2:1])[CH:6]=[N:7]2)=[CH:15][CH:14]=1)(=[O:17])=[O:18], predict the reactants needed to synthesize it. The reactants are: [N:1]([CH2:4][C:5]1[CH:6]=[N:7][N:8]([C:10]2[CH:15]=[CH:14][C:13]([S:16]([CH3:19])(=[O:18])=[O:17])=[CH:12][CH:11]=2)[CH:9]=1)=[N+]=[N-].O.C1C=CC(P(C2C=CC=CC=2)C2C=CC=CC=2)=CC=1.